From a dataset of Forward reaction prediction with 1.9M reactions from USPTO patents (1976-2016). Predict the product of the given reaction. (1) Given the reactants [CH3:1][N:2]1[CH2:15][CH2:14][C:13]2[C:12]3[CH:11]=[C:10]([CH3:16])[CH:9]=[CH:8][C:7]=3[NH:6][C:5]=2[CH2:4][CH2:3]1.[O-]P([O-])([O-])=O.[K+].[K+].[K+].Br[CH2:26][CH2:27][C:28]1[CH:33]=[CH:32][CH:31]=[CH:30][C:29]=1[Cl:34].CN(C=O)C, predict the reaction product. The product is: [Cl:34][C:29]1[CH:30]=[CH:31][CH:32]=[CH:33][C:28]=1[CH2:27][CH2:26][N:6]1[C:7]2[CH:8]=[CH:9][C:10]([CH3:16])=[CH:11][C:12]=2[C:13]2[CH2:14][CH2:15][N:2]([CH3:1])[CH2:3][CH2:4][C:5]1=2. (2) Given the reactants [Mg].II.Br[C:5]1[CH:10]=[CH:9][C:8]([Br:11])=[CH:7][CH:6]=1.[O:12]1[C:16]2([CH2:21][CH2:20][C:19](=[O:22])[CH2:18][CH2:17]2)[O:15][CH2:14][CH2:13]1, predict the reaction product. The product is: [Br:11][C:8]1[CH:9]=[CH:10][C:5]([C:19]2([OH:22])[CH2:20][CH2:21][C:16]3([O:15][CH2:14][CH2:13][O:12]3)[CH2:17][CH2:18]2)=[CH:6][CH:7]=1. (3) Given the reactants [CH3:1][C:2]1[CH:3]=[C:4]([CH:6]=[C:7]([CH3:9])[CH:8]=1)[NH2:5].[Li]CCCC.Cl[Si:16]([CH3:28])([CH3:27])[C:17]1[CH:18]=[CH:19][CH:20]=[C:21]2[C:25]=1[CH2:24][C:23]([CH3:26])=[CH:22]2, predict the reaction product. The product is: [CH3:1][C:2]1[CH:3]=[C:4]([NH:5][Si:16]([CH3:27])([CH3:28])[C:17]2[CH:18]=[CH:19][CH2:20][C:21]3[C:25]=2[CH:24]=[C:23]([CH3:26])[CH:22]=3)[CH:6]=[C:7]([CH3:9])[CH:8]=1.